The task is: Regression/Classification. Given a drug SMILES string, predict its absorption, distribution, metabolism, or excretion properties. Task type varies by dataset: regression for continuous measurements (e.g., permeability, clearance, half-life) or binary classification for categorical outcomes (e.g., BBB penetration, CYP inhibition). Dataset: rlm.. This data is from Rat liver microsome stability data. (1) The drug is CS(=O)(=O)N1CCN(C(=O)c2cnc3cc(F)c(F)cc3c2N2CCC(C#N)(c3ccccc3)CC2)CC1. The result is 1 (stable in rat liver microsomes). (2) The drug is CN(C)CCNC(=O)c1ccc(NC(=O)Nc2ccc(-c3nc(N4CCOCC4)c4ccn(CC(F)(F)F)c4n3)cc2)cc1. The result is 0 (unstable in rat liver microsomes). (3) The compound is CN(C)c1nc(NCc2ccc(NC(=O)c3ccc(F)cc3)cc2)c2ccc(C=O)cc2n1. The result is 1 (stable in rat liver microsomes). (4) The drug is O=C(Nc1ccc(F)c(C(F)(F)F)c1)Nc1nnc(-c2ccncc2)s1. The result is 0 (unstable in rat liver microsomes).